This data is from Peptide-MHC class I binding affinity with 185,985 pairs from IEDB/IMGT. The task is: Regression. Given a peptide amino acid sequence and an MHC pseudo amino acid sequence, predict their binding affinity value. This is MHC class I binding data. (1) The MHC is HLA-B39:01 with pseudo-sequence HLA-B39:01. The binding affinity (normalized) is 0.0847. The peptide sequence is VTRPLRTMV. (2) The peptide sequence is GPRWPRRMP. The MHC is HLA-B15:01 with pseudo-sequence HLA-B15:01. The binding affinity (normalized) is 0.0847. (3) The binding affinity (normalized) is 0.0847. The MHC is HLA-A30:01 with pseudo-sequence HLA-A30:01. The peptide sequence is YATVAGHEG. (4) The peptide sequence is ILKKIIPTL. The MHC is HLA-A02:03 with pseudo-sequence HLA-A02:03. The binding affinity (normalized) is 0.838. (5) The binding affinity (normalized) is 0.0847. The peptide sequence is GIADFIIFK. The MHC is HLA-B39:01 with pseudo-sequence HLA-B39:01. (6) The peptide sequence is QHSFMANRM. The MHC is HLA-B15:09 with pseudo-sequence HLA-B15:09. The binding affinity (normalized) is 0.486.